From a dataset of Reaction yield outcomes from USPTO patents with 853,638 reactions. Predict the reaction yield, written as a fraction of the theoretical maximum amount of product (1.0 means a 100% yield; for example, 0.34 means a 34% yield). (1) The reactants are [H-].[Na+].[S:3]1[C:7]2[CH:8]=[CH:9][CH:10]=[CH:11][C:6]=2[N:5]=[C:4]1[CH2:12][C:13]1[CH:18]=[CH:17][C:16]([OH:19])=[CH:15][CH:14]=1.[C:20]([O:24][C:25]([N:27]1[CH2:31][CH2:30][CH2:29][C@@H:28]1[CH2:32]OS(C1C=CC(C)=CC=1)(=O)=O)=[O:26])([CH3:23])([CH3:22])[CH3:21]. The catalyst is CN(C=O)C. The product is [C:20]([O:24][C:25]([N:27]1[CH2:31][CH2:30][CH2:29][C@@H:28]1[CH2:32][O:19][C:16]1[CH:15]=[CH:14][C:13]([CH2:12][C:4]2[S:3][C:7]3[CH:8]=[CH:9][CH:10]=[CH:11][C:6]=3[N:5]=2)=[CH:18][CH:17]=1)=[O:26])([CH3:23])([CH3:21])[CH3:22]. The yield is 0.700. (2) The reactants are [C:1]([O:5][C:6]([N:8]1[CH2:15][CH:14]2[CH:10]([CH2:11][NH:12][CH2:13]2)[CH2:9]1)=[O:7])([CH3:4])([CH3:3])[CH3:2].Cl[C:17]1[N:22]=[CH:21][CH:20]=[CH:19][N:18]=1.C(N(CC)CC)C.C(O)C. The catalyst is ClCCl. The product is [C:1]([O:5][C:6]([N:8]1[CH2:9][CH:10]2[CH:14]([CH2:13][N:12]([C:17]3[N:22]=[CH:21][CH:20]=[CH:19][N:18]=3)[CH2:11]2)[CH2:15]1)=[O:7])([CH3:4])([CH3:2])[CH3:3]. The yield is 0.600. (3) The reactants are [CH3:1][N:2]([CH3:36])[CH2:3][C:4]([NH:6][C:7]1[CH:15]=[CH:14][CH:13]=[C:12]2[C:8]=1[C:9](=[O:35])[N:10]([CH:17]([C:24]1[CH:29]=[CH:28][C:27]([O:30][CH3:31])=[C:26]([O:32][CH2:33][CH3:34])[CH:25]=1)[CH2:18][C:19]([N:21]([CH3:23])[CH3:22])=[O:20])[C:11]2=[O:16])=[O:5].[ClH:37].CCOCC. The catalyst is C(OCC)(=O)C. The product is [ClH:37].[CH3:36][N:2]([CH3:1])[CH2:3][C:4]([NH:6][C:7]1[CH:15]=[CH:14][CH:13]=[C:12]2[C:8]=1[C:9](=[O:35])[N:10]([CH:17]([C:24]1[CH:29]=[CH:28][C:27]([O:30][CH3:31])=[C:26]([O:32][CH2:33][CH3:34])[CH:25]=1)[CH2:18][C:19]([N:21]([CH3:22])[CH3:23])=[O:20])[C:11]2=[O:16])=[O:5]. The yield is 0.840. (4) The yield is 0.628. The reactants are [Cl:1][C:2]1[CH:7]=[CH:6][C:5]([C:8]2[CH:9]=[C:10]3[C:16]([C:17]([C:19]4[C:20]([F:33])=[C:21]([NH:26][S:27]([CH2:30][CH2:31][CH3:32])(=[O:29])=[O:28])[CH:22]=[CH:23][C:24]=4[F:25])=[O:18])=[CH:15][NH:14][C:11]3=[N:12][CH:13]=2)=[CH:4][CH:3]=1.[OH-].[K+].C(OC([NH:43][CH:44]([CH2:50][CH:51]([CH3:53])[CH3:52])[C:45]([O:47][CH2:48]Cl)=[O:46])=O)(C)(C)C. The catalyst is CN(C=O)C. The product is [ClH:1].[NH2:43][C@@H:44]([CH2:50][CH:51]([CH3:53])[CH3:52])[C:45]([O:47][CH2:48][N:14]1[C:11]2=[N:12][CH:13]=[C:8]([C:5]3[CH:6]=[CH:7][C:2]([Cl:1])=[CH:3][CH:4]=3)[CH:9]=[C:10]2[C:16]([C:17](=[O:18])[C:19]2[C:24]([F:25])=[CH:23][CH:22]=[C:21]([NH:26][S:27]([CH2:30][CH2:31][CH3:32])(=[O:28])=[O:29])[C:20]=2[F:33])=[CH:15]1)=[O:46]. (5) The reactants are Cl.[CH2:2]1[C:11]2[C:6](=[CH:7][CH:8]=[CH:9][CH:10]=2)[CH2:5][CH2:4][N:3]1[CH2:12][C:13]([OH:15])=O.[NH2:16][C@@H:17]([CH2:35][O:36][CH2:37][C:38]1[CH:43]=[CH:42][CH:41]=[CH:40][CH:39]=1)[C:18]([NH:20][C:21]1[CH:26]=[CH:25][C:24]([O:27][C:28]2[CH:33]=[CH:32][C:31]([F:34])=[CH:30][CH:29]=2)=[CH:23][CH:22]=1)=[O:19]. No catalyst specified. The product is [CH2:37]([O:36][CH2:35][C@H:17]([NH:16][C:13](=[O:15])[CH2:12][N:3]1[CH2:4][CH2:5][C:6]2[C:11](=[CH:10][CH:9]=[CH:8][CH:7]=2)[CH2:2]1)[C:18]([NH:20][C:21]1[CH:26]=[CH:25][C:24]([O:27][C:28]2[CH:33]=[CH:32][C:31]([F:34])=[CH:30][CH:29]=2)=[CH:23][CH:22]=1)=[O:19])[C:38]1[CH:43]=[CH:42][CH:41]=[CH:40][CH:39]=1. The yield is 0.352. (6) The reactants are [CH:1]1([C:7]2[CH:12]=[CH:11][C:10]([NH:13][C:14]3[CH:22]=[CH:21][CH:20]=[C:16]([C:17](O)=[O:18])[C:15]=3[C:23](O)=[O:24])=[CH:9][CH:8]=2)[CH2:6][CH2:5][CH2:4][CH2:3][CH2:2]1.Cl.[NH2:27][CH:28]1[CH2:34][CH2:33][C:32](=[O:35])[NH:31][C:29]1=[O:30]. The catalyst is N1C=CC=CC=1. The product is [CH:1]1([C:7]2[CH:8]=[CH:9][C:10]([NH:13][C:14]3[CH:22]=[CH:21][CH:20]=[C:16]4[C:15]=3[C:23](=[O:24])[N:27]([CH:28]3[CH2:34][CH2:33][C:32](=[O:35])[NH:31][C:29]3=[O:30])[C:17]4=[O:18])=[CH:11][CH:12]=2)[CH2:2][CH2:3][CH2:4][CH2:5][CH2:6]1. The yield is 0.860.